This data is from CYP3A4 inhibition data for predicting drug metabolism from PubChem BioAssay. The task is: Regression/Classification. Given a drug SMILES string, predict its absorption, distribution, metabolism, or excretion properties. Task type varies by dataset: regression for continuous measurements (e.g., permeability, clearance, half-life) or binary classification for categorical outcomes (e.g., BBB penetration, CYP inhibition). Dataset: cyp3a4_veith. (1) The drug is O=C(NCCc1ccc(Cl)cc1)C1CCN(S(=O)(=O)N2CCC3(CC2)OCCO3)CC1. The result is 1 (inhibitor). (2) The drug is Cc1cc(NC(=O)CSc2nnc(-c3ccccc3)n2Cc2ccco2)no1. The result is 1 (inhibitor). (3) The drug is O=C(O)Cc1cc2ccccc2nc1C(=O)O. The result is 0 (non-inhibitor). (4) The molecule is Cc1cnc(CNc2ncncc2-c2ccc(C(=O)N(C)C)cc2)cn1. The result is 1 (inhibitor). (5) The molecule is Cc1noc(C)c1-c1cc(Nc2ccccc2)ncn1. The result is 0 (non-inhibitor). (6) The drug is O=C(O)CSCC(=O)O. The result is 0 (non-inhibitor). (7) The molecule is COC(=O)[C@@]1(Cc2ccc(OC)cc2)[C@H]2c3cc(C(=O)N4CCCC4)n(CCc4c[nH]c5ccccc45)c3C[C@H]2CN1C(=O)c1ccccc1. The result is 1 (inhibitor).